This data is from Retrosynthesis with 50K atom-mapped reactions and 10 reaction types from USPTO. The task is: Predict the reactants needed to synthesize the given product. (1) Given the product CCc1ccc(CCOc2cccc(O)c2)nc1, predict the reactants needed to synthesize it. The reactants are: CCc1ccc(CCOc2cccc(OC(=O)c3ccccc3)c2)nc1. (2) Given the product CCC(CC)(c1ccc(OCC(=O)C(C)(C)C)c(C)c1)c1ccc2cc(C(=O)O)oc2c1, predict the reactants needed to synthesize it. The reactants are: CCOC(=O)c1cc2ccc(C(CC)(CC)c3ccc(OCC(=O)C(C)(C)C)c(C)c3)cc2o1.